From a dataset of Full USPTO retrosynthesis dataset with 1.9M reactions from patents (1976-2016). Predict the reactants needed to synthesize the given product. Given the product [Cl:28][C:22]1[CH:23]=[C:24]([Cl:27])[CH:25]=[CH:26][C:21]=1[C:14]1[CH:15]=[CH:16][CH:17]=[C:18]2[C:13]=1[C:12](=[O:29])[C@H:11]1[C@@H:19]2[CH2:20][NH:8][CH2:9][CH2:10]1, predict the reactants needed to synthesize it. The reactants are: C([N:8]1[CH2:20][C@H:19]2[C@H:11]([C:12](=[O:29])[C:13]3[C:18]2=[CH:17][CH:16]=[CH:15][C:14]=3[C:21]2[CH:26]=[CH:25][C:24]([Cl:27])=[CH:23][C:22]=2[Cl:28])[CH2:10][CH2:9]1)C1C=CC=CC=1.